Dataset: Forward reaction prediction with 1.9M reactions from USPTO patents (1976-2016). Task: Predict the product of the given reaction. Given the reactants [OH:1][C:2]1[CH:3]=[C:4]([CH:18]=[CH:19][CH:20]=1)[C:5]([NH:7][C:8]1[CH:13]=[CH:12][CH:11]=[C:10]([C:14]([F:17])([F:16])[F:15])[CH:9]=1)=[O:6].F[C:22]1[CH:27]=[CH:26][C:25]([N+:28]([O-:30])=[O:29])=[CH:24][CH:23]=1.C(=O)([O-])[O-].[K+].[K+], predict the reaction product. The product is: [N+:28]([C:25]1[CH:26]=[CH:27][C:22]([O:1][C:2]2[CH:3]=[C:4]([CH:18]=[CH:19][CH:20]=2)[C:5]([NH:7][C:8]2[CH:13]=[CH:12][CH:11]=[C:10]([C:14]([F:15])([F:16])[F:17])[CH:9]=2)=[O:6])=[CH:23][CH:24]=1)([O-:30])=[O:29].